Predict the product of the given reaction. From a dataset of Forward reaction prediction with 1.9M reactions from USPTO patents (1976-2016). Given the reactants [Br:1][C:2]1[CH:3]=[C:4]([C:10]2[C:18]3[C:13](=[N:14][CH:15]=[N:16][C:17]=3[NH2:19])[N:12]([CH:20]([CH3:22])[CH3:21])[N:11]=2)[CH:5]=[C:6]([O:8]C)[CH:7]=1.B(Br)(Br)Br, predict the reaction product. The product is: [NH2:19][C:17]1[N:16]=[CH:15][N:14]=[C:13]2[N:12]([CH:20]([CH3:22])[CH3:21])[N:11]=[C:10]([C:4]3[CH:5]=[C:6]([OH:8])[CH:7]=[C:2]([Br:1])[CH:3]=3)[C:18]=12.